The task is: Predict the product of the given reaction.. This data is from Forward reaction prediction with 1.9M reactions from USPTO patents (1976-2016). (1) Given the reactants [C:1]([CH2:3][C:4]([NH:6][CH2:7][CH2:8][CH3:9])=[O:5])#[N:2].[CH3:10][N:11]([CH:13](OC)OC)[CH3:12], predict the reaction product. The product is: [C:1](/[C:3](=[CH:10]\[N:11]([CH3:13])[CH3:12])/[C:4]([NH:6][CH2:7][CH2:8][CH3:9])=[O:5])#[N:2]. (2) Given the reactants [NH2:1][C:2]1[CH:7]=[CH:6][C:5]([CH2:8][C@@H:9]([O:13][CH3:14])[C:10]([OH:12])=[O:11])=[CH:4][CH:3]=1.[C:15](OC(=O)C)(=[O:17])[CH3:16].O, predict the reaction product. The product is: [C:15]([NH:1][C:2]1[CH:3]=[CH:4][C:5]([CH2:8][C@@H:9]([O:13][CH3:14])[C:10]([OH:12])=[O:11])=[CH:6][CH:7]=1)(=[O:17])[CH3:16]. (3) Given the reactants [CH3:1][N:2]([CH2:10][CH:11]1[CH2:16][CH2:15][NH:14][CH2:13][CH2:12]1)[C:3](=[O:9])[O:4][C:5]([CH3:8])([CH3:7])[CH3:6].Cl[C:18]1[CH:23]=[CH:22][N:21]=[CH:20]C=1.CC[N:26](C(C)C)C(C)C, predict the reaction product. The product is: [CH3:1][N:2]([CH2:10][CH:11]1[CH2:16][CH2:15][N:14]([C:18]2[CH:23]=[CH:22][N:21]=[CH:20][N:26]=2)[CH2:13][CH2:12]1)[C:3](=[O:9])[O:4][C:5]([CH3:8])([CH3:6])[CH3:7]. (4) The product is: [F:1][C:2]([F:7])([F:6])[C:3]([OH:5])=[O:4].[NH2:8][C@H:9]1[CH2:15][CH2:14][CH2:13][CH2:12][N:11]([C:16]2[CH:17]=[N:28][CH:19]=[CH:20][CH:21]=2)[C:10]1=[O:24]. Given the reactants [F:1][C:2]([F:7])([F:6])[C:3]([OH:5])=[O:4].[NH2:8][C@H:9]1[CH2:15][CH2:14][CH2:13][CH2:12][N:11]([C:16]2[CH:21]=[CH:20][CH:19]=C[C:17]=2OC)[C:10]1=[O:24].C([NH:28]C1C=NC=CC=1)C=C, predict the reaction product. (5) Given the reactants Br[C:2]1[NH:22][C:5]2=[N:6][CH:7]=[C:8]([CH2:10][CH2:11][C:12]3[CH:17]=[C:16]([O:18][CH3:19])[CH:15]=[C:14]([O:20][CH3:21])[CH:13]=3)[N:9]=[C:4]2[CH:3]=1.[CH3:23][O:24][C:25]1[N:30]=[CH:29][C:28](B(O)O)=[CH:27][CH:26]=1, predict the reaction product. The product is: [CH3:21][O:20][C:14]1[CH:13]=[C:12]([CH:17]=[C:16]([O:18][CH3:19])[CH:15]=1)[CH2:11][CH2:10][C:8]1[N:9]=[C:4]2[CH:3]=[C:2]([C:28]3[CH:29]=[N:30][C:25]([O:24][CH3:23])=[CH:26][CH:27]=3)[NH:22][C:5]2=[N:6][CH:7]=1. (6) Given the reactants Br[C:2]1[CH:3]=[CH:4][C:5]2[O:15][C:14]3[CH2:13][CH2:12][CH2:11][N:10]([C:16]([O:18][C:19]([CH3:22])([CH3:21])[CH3:20])=[O:17])[CH2:9][C:8]=3[C:6]=2[CH:7]=1.[C:23]1([S:29]([O-:31])=[O:30])[CH:28]=[CH:27][CH:26]=[CH:25][CH:24]=1.[Na+], predict the reaction product. The product is: [C:23]1([S:29]([C:2]2[CH:3]=[CH:4][C:5]3[O:15][C:14]4[CH2:13][CH2:12][CH2:11][N:10]([C:16]([O:18][C:19]([CH3:22])([CH3:21])[CH3:20])=[O:17])[CH2:9][C:8]=4[C:6]=3[CH:7]=2)(=[O:31])=[O:30])[CH:28]=[CH:27][CH:26]=[CH:25][CH:24]=1.